Dataset: CYP2D6 inhibition data for predicting drug metabolism from PubChem BioAssay. Task: Regression/Classification. Given a drug SMILES string, predict its absorption, distribution, metabolism, or excretion properties. Task type varies by dataset: regression for continuous measurements (e.g., permeability, clearance, half-life) or binary classification for categorical outcomes (e.g., BBB penetration, CYP inhibition). Dataset: cyp2d6_veith. (1) The compound is O=C(Cc1ccccc1)NC(=S)Nc1cc(C(F)(F)F)ccc1Cl. The result is 0 (non-inhibitor). (2) The compound is CCOc1nc(NCCc2ccc(OC)c(OC)c2)nc(NC(C)(C)CO)n1. The result is 0 (non-inhibitor). (3) The drug is O=C(NNC(=O)c1ccccc1)C(=O)N1CCCCC1. The result is 0 (non-inhibitor). (4) The drug is CCCCCCCC/C=C\CCCCCCCC(=O)N[C@@H](CO)Cc1ccc(O)cc1. The result is 1 (inhibitor). (5) The compound is CS(=O)(=O)Nc1cccc(-c2nc(N3CCNCC3)c3ccccc3n2)c1. The result is 1 (inhibitor).